From a dataset of Reaction yield outcomes from USPTO patents with 853,638 reactions. Predict the reaction yield, written as a fraction of the theoretical maximum amount of product (1.0 means a 100% yield; for example, 0.34 means a 34% yield). (1) The reactants are [F:1][C:2]([F:13])([F:12])[C:3]1[CH:11]=[CH:10][C:6]([C:7]([NH2:9])=[S:8])=[CH:5][CH:4]=1.Cl[CH:15]([C:20]([CH3:22])=O)[C:16]([O:18][CH3:19])=[O:17].[OH-].[Na+]. The catalyst is O1CCCC1. The product is [CH3:22][C:20]1[N:9]=[C:7]([C:6]2[CH:10]=[CH:11][C:3]([C:2]([F:1])([F:12])[F:13])=[CH:4][CH:5]=2)[S:8][C:15]=1[C:16]([O:18][CH3:19])=[O:17]. The yield is 0.956. (2) The reactants are [CH3:1][O:2][C:3]1[CH:4]=[C:5]2[C:10](=[CH:11][C:12]=1[O:13][CH3:14])[N:9]=[CH:8][CH:7]=[C:6]2[O:15][C:16]1[CH:22]=[CH:21][C:19]([NH2:20])=[CH:18][CH:17]=1.ClC(Cl)(O[C:27](=[O:33])OC(Cl)(Cl)Cl)Cl.Cl.[C:36]1([NH:42][NH2:43])[CH:41]=[CH:40][CH:39]=[CH:38][CH:37]=1.O. The catalyst is C(N(CC)CC)C.C(Cl)(Cl)Cl.C(OCC)(=O)C. The product is [CH3:1][O:2][C:3]1[CH:4]=[C:5]2[C:10](=[CH:11][C:12]=1[O:13][CH3:14])[N:9]=[CH:8][CH:7]=[C:6]2[O:15][C:16]1[CH:22]=[CH:21][C:19]([NH:20][C:27]([NH:43][NH:42][C:36]2[CH:41]=[CH:40][CH:39]=[CH:38][CH:37]=2)=[O:33])=[CH:18][CH:17]=1. The yield is 0.600. (3) The reactants are F[C:2]1[CH:3]=[C:4]([C:8]2[CH:9]=[C:10]([NH2:13])[NH:11][N:12]=2)[CH:5]=[CH:6][CH:7]=1.C([O:16][C:17](=O)[CH:18]([O:25][CH3:26])[C:19](=[O:24])[C:20]([F:23])([F:22])[F:21])C. The yield is 0.460. The product is [OH:24][C:19]1([C:20]([F:21])([F:22])[F:23])[CH:18]([O:25][CH3:26])[C:17](=[O:16])[NH:13][C:10]2[NH:11][N:12]=[C:8]([C:4]3[CH:5]=[CH:6][CH:7]=[CH:2][CH:3]=3)[C:9]1=2. The catalyst is C(O)(=O)C. (4) The reactants are [NH2:1][C:2]1[C:3]([O:20][CH3:21])=[CH:4][C:5]([CH:17]([CH3:19])[CH3:18])=[C:6]([CH:16]=1)[O:7][C:8]1[C:9]([NH2:15])=[N:10][C:11]([NH2:14])=[N:12][CH:13]=1.C(O)(C(F)(F)F)=O.[C:29](Cl)(Cl)=[S:30].[OH-].[Na+]. The product is [CH:17]([C:5]1[CH:4]=[C:3]([O:20][CH3:21])[C:2]([N:1]=[C:29]=[S:30])=[CH:16][C:6]=1[O:7][C:8]1[C:9]([NH2:15])=[N:10][C:11]([NH2:14])=[N:12][CH:13]=1)([CH3:19])[CH3:18]. The catalyst is O. The yield is 0.360. (5) The reactants are Cl.C(N(CC)CC)C.[NH2:9][C@H:10]([C:13]([OH:15])=[O:14])[CH2:11][OH:12].C(=O)([O-])O.[Na+].C1C(=O)N([O:28][C:29]([O:31][CH2:32][CH:33]2[C:45]3[C:40](=[CH:41][CH:42]=[CH:43][CH:44]=3)[C:39]3[C:34]2=[CH:35][CH:36]=[CH:37][CH:38]=3)=O)C(=O)C1. The catalyst is COCCOC. The product is [NH:9]([C:29]([O:31][CH2:32][CH:33]1[C:34]2[C:39](=[CH:38][CH:37]=[CH:36][CH:35]=2)[C:40]2[C:45]1=[CH:44][CH:43]=[CH:42][CH:41]=2)=[O:28])[C@H:10]([C:13]([OH:15])=[O:14])[CH2:11][OH:12]. The yield is 0.626.